Task: Predict the reaction yield, written as a fraction of the theoretical maximum amount of product (1.0 means a 100% yield; for example, 0.34 means a 34% yield).. Dataset: Reaction yield outcomes from USPTO patents with 853,638 reactions The reactants are [CH3:1][O:2][C:3]1[CH:4]=[C:5]([CH2:9][CH2:10][C:11]2[CH:12]=[C:13]([NH:16][C:17]([C:19]3[CH:20]=[CH:21][C:22]([C:25]([OH:27])=[O:26])=[N:23][CH:24]=3)=[O:18])[NH:14][N:15]=2)[CH:6]=[CH:7][CH:8]=1.[CH2:28](O)[CH3:29]. No catalyst specified. The product is [CH3:1][O:2][C:3]1[CH:4]=[C:5]([CH2:9][CH2:10][C:11]2[CH:12]=[C:13]([NH:16][C:17]([C:19]3[CH:20]=[CH:21][C:22]([C:25]([O:27][CH2:28][CH3:29])=[O:26])=[N:23][CH:24]=3)=[O:18])[NH:14][N:15]=2)[CH:6]=[CH:7][CH:8]=1. The yield is 0.150.